This data is from Full USPTO retrosynthesis dataset with 1.9M reactions from patents (1976-2016). The task is: Predict the reactants needed to synthesize the given product. (1) Given the product [CH3:1][N:2]([C:3]1[CH:8]=[CH:7][C:6]([C:9]2[N:14]=[C:13]([N:15]3[CH2:20][CH2:19][O:18][CH2:17][C@@H:16]3[CH3:21])[CH:12]=[C:11]([CH2:22][S:23]([CH3:26])(=[O:25])=[O:24])[N:10]=2)=[CH:5][CH:4]=1)[C:32]([C:31]1[O:27][N:28]=[CH:29][CH:30]=1)=[O:33], predict the reactants needed to synthesize it. The reactants are: [CH3:1][NH:2][C:3]1[CH:8]=[CH:7][C:6]([C:9]2[N:14]=[C:13]([N:15]3[CH2:20][CH2:19][O:18][CH2:17][C@@H:16]3[CH3:21])[CH:12]=[C:11]([CH2:22][S:23]([CH3:26])(=[O:25])=[O:24])[N:10]=2)=[CH:5][CH:4]=1.[O:27]1[C:31]([C:32](O)=[O:33])=[CH:30][CH:29]=[N:28]1.CN(C(ON1N=NC2C=CC=NC1=2)=[N+](C)C)C.F[P-](F)(F)(F)(F)F.C(N(CC)CC)C. (2) Given the product [I:12][C:9]1[CH:10]=[C:11]2[C:6](=[CH:7][CH:8]=1)[N:5]=[CH:4][C:3]([C:13]#[N:14])=[C:2]2[S:16][CH3:15], predict the reactants needed to synthesize it. The reactants are: Cl[C:2]1[C:11]2[C:6](=[CH:7][CH:8]=[C:9]([I:12])[CH:10]=2)[N:5]=[CH:4][C:3]=1[C:13]#[N:14].[CH3:15][SH:16].CCN(C(C)C)C(C)C. (3) Given the product [Br:1][C:2]1[CH:7]=[CH:6][C:5]([CH:8]([O:12][C:13]2[N:14]=[C:15]([O:21][CH3:22])[CH:16]=[C:17]([O:19][CH3:20])[N:18]=2)[C:9]([O:11][CH3:23])=[O:10])=[CH:4][CH:3]=1, predict the reactants needed to synthesize it. The reactants are: [Br:1][C:2]1[CH:7]=[CH:6][C:5]([CH:8]([O:12][C:13]2[N:18]=[C:17]([O:19][CH3:20])[CH:16]=[C:15]([O:21][CH3:22])[N:14]=2)[C:9]([O-:11])=[O:10])=[CH:4][CH:3]=1.[CH3:23]S(C1N=C(OC)C=C(OC)N=1)(=O)=O.C([O-])([O-])=O.[K+].[K+].O. (4) Given the product [CH2:2]([C:4]1[S:24][C:7]2[N:8]=[C:9]([S:18][CH2:19][C:20]([O:22][CH3:23])=[O:21])[N:10]=[C:11]([N:12]3[CH2:17][CH2:16][N:15]([C:42](=[O:43])[C:41]4[CH:40]=[CH:39][C:38]([O:37][CH2:34][CH2:35][CH3:36])=[CH:46][CH:45]=4)[CH2:14][CH2:13]3)[C:6]=2[CH:5]=1)[CH3:3], predict the reactants needed to synthesize it. The reactants are: Cl.[CH2:2]([C:4]1[S:24][C:7]2[N:8]=[C:9]([S:18][CH2:19][C:20]([O:22][CH3:23])=[O:21])[N:10]=[C:11]([N:12]3[CH2:17][CH2:16][NH:15][CH2:14][CH2:13]3)[C:6]=2[CH:5]=1)[CH3:3].C(N(C(C)C)CC)(C)C.[CH2:34]([O:37][C:38]1[CH:46]=[CH:45][C:41]([C:42](O)=[O:43])=[CH:40][CH:39]=1)[CH2:35][CH3:36].CN(C(ON1N=NC2C=CC=NC1=2)=[N+](C)C)C.F[P-](F)(F)(F)(F)F. (5) Given the product [O:1]1[C:8]2[CH:7]=[C:6]([C:9]([O:11][CH:19]([O:18][C:12](=[O:17])[C:13]([CH3:16])([CH3:15])[CH3:14])[CH3:20])=[O:10])[NH:5][C:4]=2[CH:3]=[CH:2]1, predict the reactants needed to synthesize it. The reactants are: [O:1]1[C:8]2[CH:7]=[C:6]([C:9]([OH:11])=[O:10])[NH:5][C:4]=2[CH:3]=[CH:2]1.[C:12]([O:18][CH:19](Cl)[CH3:20])(=[O:17])[C:13]([CH3:16])([CH3:15])[CH3:14]. (6) Given the product [Cl:33][C:29]1[CH:28]=[C:27]([CH:32]=[CH:31][CH:30]=1)[C:26]([NH:25][C:4]1[C:5]([N:8]2[CH2:13][CH2:12][CH:11]([CH2:14][C:15]([N:17]3[CH2:23][CH2:22][CH2:21][N:20]([CH3:24])[CH2:19][CH2:18]3)=[O:16])[CH2:10][CH2:9]2)=[N:6][CH:7]=[C:2]([C:37]2[CH:36]=[N:35][CH:40]=[CH:39][CH:38]=2)[CH:3]=1)=[O:34], predict the reactants needed to synthesize it. The reactants are: Br[C:2]1[CH:3]=[C:4]([NH:25][C:26](=[O:34])[C:27]2[CH:32]=[CH:31][CH:30]=[C:29]([Cl:33])[CH:28]=2)[C:5]([N:8]2[CH2:13][CH2:12][CH:11]([CH2:14][C:15]([N:17]3[CH2:23][CH2:22][CH2:21][N:20]([CH3:24])[CH2:19][CH2:18]3)=[O:16])[CH2:10][CH2:9]2)=[N:6][CH:7]=1.[N:35]1[CH:40]=[CH:39][CH:38]=[C:37](B(O)O)[CH:36]=1.C(=O)([O-])[O-].[K+].[K+]. (7) The reactants are: [N:1]#[C:2]Br.O.[CH2:5]([O:7][C:8](=[O:23])[C:9]1[CH:14]=[CH:13][C:12]([NH:15][CH:16]2[CH2:21][CH2:20][CH2:19][CH2:18][CH2:17]2)=[C:11]([NH2:22])[CH:10]=1)[CH3:6].C(O)C. Given the product [NH2:1][C:2]1[N:15]([CH:16]2[CH2:17][CH2:18][CH2:19][CH2:20][CH2:21]2)[C:12]2[CH:13]=[CH:14][C:9]([C:8]([O:7][CH2:5][CH3:6])=[O:23])=[CH:10][C:11]=2[N:22]=1, predict the reactants needed to synthesize it. (8) Given the product [O:1]1[C:5]2[CH:6]=[CH:7][CH:8]=[CH:9][C:4]=2[C:3]([CH2:10][CH2:11][CH2:12][N:13]([CH2:26][CH3:27])[CH:14]2[CH2:23][C:22]3[C:17](=[CH:18][CH:19]=[CH:20][C:21]=3[O:24][CH3:25])[O:16][CH2:15]2)=[CH:2]1, predict the reactants needed to synthesize it. The reactants are: [O:1]1[C:5]2[CH:6]=[CH:7][CH:8]=[CH:9][C:4]=2[C:3]([CH2:10][CH2:11][CH2:12][NH:13][CH:14]2[CH2:23][C:22]3[C:17](=[CH:18][CH:19]=[CH:20][C:21]=3[O:24][CH3:25])[O:16][CH2:15]2)=[CH:2]1.[CH:26](=O)[CH3:27].C(O)(=O)C.C([BH3-])#N.[Na+].